This data is from Peptide-MHC class II binding affinity with 134,281 pairs from IEDB. The task is: Regression. Given a peptide amino acid sequence and an MHC pseudo amino acid sequence, predict their binding affinity value. This is MHC class II binding data. (1) The peptide sequence is AVFEAALTKAITAMT. The MHC is DRB4_0101 with pseudo-sequence DRB4_0103. The binding affinity (normalized) is 0.258. (2) The peptide sequence is VIPEGWKADTAYESK. The MHC is DRB5_0101 with pseudo-sequence DRB5_0101. The binding affinity (normalized) is 0.178. (3) The peptide sequence is EAAVKQAYAATVAAA. The MHC is HLA-DPA10201-DPB11401 with pseudo-sequence HLA-DPA10201-DPB11401. The binding affinity (normalized) is 0.605. (4) The peptide sequence is WVKVVEEKGFNPEVIPMF. The MHC is DRB1_1101 with pseudo-sequence DRB1_1101. The binding affinity (normalized) is 0.102.